Dataset: Forward reaction prediction with 1.9M reactions from USPTO patents (1976-2016). Task: Predict the product of the given reaction. (1) Given the reactants [CH3:1][C:2]1[C:3](=[O:28])[C:4]2[C:9]([C:10](=[O:27])[C:11]=1[CH2:12][CH:13]([C:15](=[O:26])[C@H:16]([CH3:25])[NH:17]C(OC(C)(C)C)=O)[NH2:14])=[CH:8][CH:7]=[CH:6][CH:5]=2.C(Cl)Cl.C(O)(C(F)(F)F)=O.Cl, predict the reaction product. The product is: [CH3:1][C:2]1[C:3](=[O:28])[C:4]2[C:9]([C:10](=[O:27])[C:11]=1[CH2:12][CH:13]([C:15](=[O:26])[C@H:16]([CH3:25])[NH2:17])[NH2:14])=[CH:8][CH:7]=[CH:6][CH:5]=2. (2) Given the reactants [Cl:1][C:2]1[CH:7]=[CH:6][CH:5]=[CH:4][C:3]=1[S:8](Cl)(=[O:10])=[O:9].Cl.[C:13]1([C:31]2[CH:36]=[CH:35][CH:34]=[CH:33][CH:32]=2)[CH:18]=[CH:17][C:16]([NH:19][C:20](=[O:30])[CH2:21][C:22](=[O:29])[N:23]2[CH2:28][CH2:27][NH:26][CH2:25][CH2:24]2)=[CH:15][CH:14]=1.CCN(C(C)C)C(C)C, predict the reaction product. The product is: [C:13]1([C:31]2[CH:36]=[CH:35][CH:34]=[CH:33][CH:32]=2)[CH:14]=[CH:15][C:16]([NH:19][C:20](=[O:30])[CH2:21][C:22]([N:23]2[CH2:24][CH2:25][N:26]([S:8]([C:3]3[CH:4]=[CH:5][CH:6]=[CH:7][C:2]=3[Cl:1])(=[O:10])=[O:9])[CH2:27][CH2:28]2)=[O:29])=[CH:17][CH:18]=1.